Predict which catalyst facilitates the given reaction. From a dataset of Catalyst prediction with 721,799 reactions and 888 catalyst types from USPTO. (1) Reactant: [Cl:1][C:2]1[N:7]=[C:6]2[N:8]=[C:9]([C:19]3[CH:24]=[CH:23][C:22]([F:25])=[CH:21][CH:20]=3)[N:10]([C:11]3[CH:16]=[CH:15][N:14]=[C:13]([S:17][CH3:18])[N:12]=3)[C:5]2=[CH:4][CH:3]=1.C1C=C(Cl)C=C(C(OO)=[O:34])C=1.C([O-])([O-])=O.[Na+].[Na+]. Product: [Cl:1][C:2]1[N:7]=[C:6]2[N:8]=[C:9]([C:19]3[CH:24]=[CH:23][C:22]([F:25])=[CH:21][CH:20]=3)[N:10]([C:11]3[CH:16]=[CH:15][N:14]=[C:13]([S:17]([CH3:18])=[O:34])[N:12]=3)[C:5]2=[CH:4][CH:3]=1. The catalyst class is: 585. (2) Reactant: [C:1]([C:5]1[CH:6]=[C:7]([OH:11])[CH:8]=[CH:9][CH:10]=1)([CH3:4])([CH3:3])[CH3:2].C(N(CC)CC)C.[F:19][C:20]([F:33])([F:32])[S:21](O[S:21]([C:20]([F:33])([F:32])[F:19])(=[O:23])=[O:22])(=[O:23])=[O:22]. Product: [F:19][C:20]([F:33])([F:32])[S:21]([O:11][C:7]1[CH:8]=[CH:9][CH:10]=[C:5]([C:1]([CH3:4])([CH3:2])[CH3:3])[CH:6]=1)(=[O:23])=[O:22]. The catalyst class is: 4. (3) Reactant: [NH2:1][C@@H:2]1[CH2:11][CH2:10][CH2:9][C:8]2[CH:7]=[C:6]([O:12][S:13]([C:16]([F:19])([F:18])[F:17])(=[O:15])=[O:14])[CH:5]=[CH:4][C:3]1=2.CCN(CC)CC.[C:27](=O)([O:33]C(C)(C)C)[O:28][C:29]([CH3:32])([CH3:31])[CH3:30]. Product: [C:29]([O:28][C:27]([NH:1][C@@H:2]1[CH2:11][CH2:10][CH2:9][C:8]2[CH:7]=[C:6]([O:12][S:13]([C:16]([F:19])([F:17])[F:18])(=[O:15])=[O:14])[CH:5]=[CH:4][C:3]1=2)=[O:33])([CH3:32])([CH3:31])[CH3:30]. The catalyst class is: 2. (4) Reactant: [CH:1]([O:4][C:5]1[C:13]([CH3:14])=[CH:12][CH:11]=[CH:10][C:6]=1[C:7]([OH:9])=O)([CH3:3])[CH3:2].[CH2:15]([O:17][C:18]([C:20]1([NH2:31])[CH2:28][C:27]2[C:22](=[CH:23][C:24]([CH3:30])=[C:25]([CH3:29])[CH:26]=2)[CH2:21]1)=[O:19])[CH3:16].CN(C(ON1N=NC2C=CC=NC1=2)=[N+](C)C)C.F[P-](F)(F)(F)(F)F.CCN(C(C)C)C(C)C. Product: [CH2:15]([O:17][C:18]([C:20]1([NH:31][C:7](=[O:9])[C:6]2[CH:10]=[CH:11][CH:12]=[C:13]([CH3:14])[C:5]=2[O:4][CH:1]([CH3:2])[CH3:3])[CH2:28][C:27]2[C:22](=[CH:23][C:24]([CH3:30])=[C:25]([CH3:29])[CH:26]=2)[CH2:21]1)=[O:19])[CH3:16]. The catalyst class is: 3. (5) Product: [N:25]([C@@H:28]([C@@H:32]([CH3:35])[CH2:33][CH3:34])[C:29]([N:20]([C@@H:3]([CH:2]([CH3:1])[CH3:24])[CH2:4][C@H:5]([C:11]1[S:12][CH:13]=[C:14]([C:16]([O:18][CH3:19])=[O:17])[N:15]=1)[O:6][C:7](=[O:10])[NH:8][CH3:9])[CH2:21][CH2:22][CH3:23])=[O:31])=[N+:26]=[N-:27]. The catalyst class is: 2. Reactant: [CH3:1][CH:2]([CH3:24])[C@H:3]([NH:20][CH2:21][CH2:22][CH3:23])[CH2:4][C@H:5]([C:11]1[S:12][CH:13]=[C:14]([C:16]([O:18][CH3:19])=[O:17])[N:15]=1)[O:6][C:7](=[O:10])[NH:8][CH3:9].[N:25]([C@@H:28]([C@@H:32]([CH3:35])[CH2:33][CH3:34])[C:29]([OH:31])=O)=[N+:26]=[N-:27].O=C1N(P(Cl)(N2CCOC2=O)=O)CCO1.CCN(C(C)C)C(C)C. (6) Reactant: [CH:1]1([C:5]2[CH:10]=[C:9]([O:11]CC3C=CC=CC=3)[CH:8]=[CH:7][C:6]=2[C:19]2[CH:24]=[CH:23][CH:22]=[C:21]([N:25]3C(C)=CC=C3C)[N:20]=2)[CH2:4][CH2:3][CH2:2]1.NO.Cl. Product: [NH2:25][C:21]1[N:20]=[C:19]([C:6]2[CH:7]=[CH:8][C:9]([OH:11])=[CH:10][C:5]=2[CH:1]2[CH2:4][CH2:3][CH2:2]2)[CH:24]=[CH:23][CH:22]=1. The catalyst class is: 14. (7) Reactant: [NH2:1][C:2]1[C:7]2=[C:8]([C:16]3[CH:21]=[CH:20][CH:19]=[C:18]([O:22][CH2:23][C:24]4[CH:29]=[CH:28][CH:27]=[CH:26][CH:25]=4)[CH:17]=3)[CH:9]=[C:10]([CH2:11][CH2:12][CH2:13][CH2:14]O)[N:6]2[N:5]=[CH:4][N:3]=1.C(N(CC)CC)C.CS(Cl)(=O)=O.C(=O)([O-])[O-].[K+].[K+].[NH:48]1[CH2:53][CH2:52][CH2:51][CH2:50][CH2:49]1. Product: [CH2:23]([O:22][C:18]1[CH:17]=[C:16]([C:8]2[CH:9]=[C:10]([CH2:11][CH2:12][CH2:13][CH2:14][N:48]3[CH2:53][CH2:52][CH2:51][CH2:50][CH2:49]3)[N:6]3[C:7]=2[C:2]([NH2:1])=[N:3][CH:4]=[N:5]3)[CH:21]=[CH:20][CH:19]=1)[C:24]1[CH:29]=[CH:28][CH:27]=[CH:26][CH:25]=1. The catalyst class is: 4. (8) Reactant: Cl.[CH2:2]([NH:9][C:10](=[NH:14])[CH2:11][CH2:12][CH3:13])[C:3]1[CH:8]=[CH:7][CH:6]=[CH:5][CH:4]=1.[F:15][C:16]([F:24])([F:23])[C:17](=O)[CH2:18][C:19]([O-])=[O:20]. Product: [CH2:2]([N:9]1[C:19](=[O:20])[CH:18]=[C:17]([C:16]([F:24])([F:23])[F:15])[N:14]=[C:10]1[CH2:11][CH2:12][CH3:13])[C:3]1[CH:8]=[CH:7][CH:6]=[CH:5][CH:4]=1. The catalyst class is: 11. (9) Reactant: [S:1]1[C:5]2[CH:6]=[C:7]([NH:10][C:11]3[N:16]=[CH:15][C:14]([C:17]4[O:21][C:20]([CH:22]([NH:32]C(=O)OC(C)(C)C)[CH2:23][O:24][Si](C(C)(C)C)(C)C)=[N:19][N:18]=4)=[C:13]([NH:40][CH:41]([CH3:43])[CH3:42])[CH:12]=3)[CH:8]=[CH:9][C:4]=2[N:3]=[CH:2]1.CCOCC.Cl. The catalyst class is: 2. Product: [NH2:32][CH:22]([C:20]1[O:21][C:17]([C:14]2[CH:15]=[N:16][C:11]([NH:10][C:7]3[CH:8]=[CH:9][C:4]4[N:3]=[CH:2][S:1][C:5]=4[CH:6]=3)=[CH:12][C:13]=2[NH:40][CH:41]([CH3:43])[CH3:42])=[N:18][N:19]=1)[CH2:23][OH:24].